Dataset: Reaction yield outcomes from USPTO patents with 853,638 reactions. Task: Predict the reaction yield, written as a fraction of the theoretical maximum amount of product (1.0 means a 100% yield; for example, 0.34 means a 34% yield). (1) The reactants are [C:1]([O:5][C:6]([N:8]1[CH2:13][CH2:12][CH:11]([CH2:14][C:15]2[CH:20]=[CH:19][CH:18]=[CH:17][C:16]=2[C:21]([O:23]C)=[O:22])[CH2:10][CH2:9]1)=[O:7])([CH3:4])([CH3:3])[CH3:2].[OH-].[Na+].Cl. The catalyst is CCO. The product is [C:1]([O:5][C:6]([N:8]1[CH2:13][CH2:12][CH:11]([CH2:14][C:15]2[CH:20]=[CH:19][CH:18]=[CH:17][C:16]=2[C:21]([OH:23])=[O:22])[CH2:10][CH2:9]1)=[O:7])([CH3:4])([CH3:2])[CH3:3]. The yield is 0.930. (2) The reactants are [CH3:1][C:2]1[N:7]=[C:6]([C:8]2[CH:13]=[CH:12][CH:11]=[C:10]([C:14]3[CH:15]=[C:16]([S:20](Cl)(=[O:22])=[O:21])[CH:17]=[CH:18][CH:19]=3)[N:9]=2)[CH:5]=[C:4]([C:24]2[CH:29]=[CH:28][C:27]([C:30]([F:33])([F:32])[F:31])=[CH:26][CH:25]=2)[CH:3]=1.[NH2:34][CH:35]1[CH2:40][CH2:39][O:38][CH2:37][CH2:36]1. The catalyst is C1COCC1.CCOC(C)=O. The product is [CH3:1][C:2]1[N:7]=[C:6]([C:8]2[CH:13]=[CH:12][CH:11]=[C:10]([C:14]3[CH:15]=[C:16]([S:20]([NH:34][CH:35]4[CH2:40][CH2:39][O:38][CH2:37][CH2:36]4)(=[O:22])=[O:21])[CH:17]=[CH:18][CH:19]=3)[N:9]=2)[CH:5]=[C:4]([C:24]2[CH:29]=[CH:28][C:27]([C:30]([F:33])([F:32])[F:31])=[CH:26][CH:25]=2)[CH:3]=1. The yield is 0.870. (3) The product is [NH:21]1[C:29]2=[N:28][CH:27]=[CH:26][CH:25]=[C:24]2[C:23]([CH:30]=[C:12]2[O:11][C:10]([CH:1]3[C:9]4[C:4](=[CH:5][CH:6]=[CH:7][CH:8]=4)[CH2:3][NH:2]3)=[C:14]([C:15]([O:17][CH2:18][CH3:19])=[O:16])[C:13]2=[O:20])=[CH:22]1. The yield is 0.270. The reactants are [CH:1]1([C:10]2[O:11][CH2:12][C:13](=[O:20])[C:14]=2[C:15]([O:17][CH2:18][CH3:19])=[O:16])[C:9]2[C:4](=[CH:5][CH:6]=[CH:7][CH:8]=2)[CH2:3][NH:2]1.[NH:21]1[C:29]2[C:24](=[CH:25][CH:26]=[CH:27][N:28]=2)[C:23]([CH:30]=O)=[CH:22]1.N1CCC[C@H]1C(O)=O. The catalyst is C(O)C. (4) The reactants are [CH3:1][N:2]1[CH2:7][CH2:6][NH:5][CH2:4][CH2:3]1.F[C:9]1[CH:14]=[CH:13][C:12]([N+:15]([O-:17])=[O:16])=[CH:11][CH:10]=1.C(=O)([O-])[O-].[K+].[K+]. The catalyst is CN(C=O)C.C(Cl)Cl. The product is [CH3:1][N:2]1[CH2:7][CH2:6][N:5]([C:9]2[CH:14]=[CH:13][C:12]([N+:15]([O-:17])=[O:16])=[CH:11][CH:10]=2)[CH2:4][CH2:3]1. The yield is 0.850. (5) The reactants are [Cl:1][C:2]1[CH:10]=[C:9]2[C:5]([C:6]([C:11]([OH:13])=O)=[CH:7][NH:8]2)=[CH:4][CH:3]=1.ClC(N(C)C)=C(C)C.[CH3:22][N:23]1[C:31]2([CH2:36][CH2:35][NH:34][CH2:33][CH2:32]2)[C:30]2[C:25](=[CH:26][CH:27]=[CH:28][CH:29]=2)[CH2:24]1.C(N(CC)CC)C. The catalyst is ClCCl.CN(C)C=O. The product is [Cl:1][C:2]1[CH:10]=[C:9]2[C:5]([C:6]([C:11]([N:34]3[CH2:35][CH2:36][C:31]4([C:30]5[C:25](=[CH:26][CH:27]=[CH:28][CH:29]=5)[CH2:24][N:23]4[CH3:22])[CH2:32][CH2:33]3)=[O:13])=[CH:7][NH:8]2)=[CH:4][CH:3]=1. The yield is 0.230.